Dataset: Full USPTO retrosynthesis dataset with 1.9M reactions from patents (1976-2016). Task: Predict the reactants needed to synthesize the given product. (1) Given the product [CH2:3]([CH:2]1[NH:1][C:31](=[O:32])[C:30]([OH:36])=[C:6]2[CH:5]1[CH2:10][CH2:9][N:8]([CH2:11][C:12]1[CH:17]=[CH:16][C:15]([F:18])=[CH:14][CH:13]=1)[C:7]2=[O:19])[CH3:4], predict the reactants needed to synthesize it. The reactants are: [NH2:1][CH:2]([CH:5]1[CH2:10][CH2:9][N:8]([CH2:11][C:12]2[CH:17]=[CH:16][C:15]([F:18])=[CH:14][CH:13]=2)[C:7](=[O:19])[CH2:6]1)[CH2:3][CH3:4].[Li+].C[Si]([N-][Si](C)(C)C)(C)C.[C:30](OCC)(=[O:36])[C:31](OCC)=[O:32]. (2) Given the product [C:33]([NH:32][CH2:31][CH2:30][CH:26]1[C:27]2[C:23](=[CH:22][CH:21]=[C:20]([NH:19][C:11](=[O:13])[CH2:10][CH2:9][CH2:8][CH2:7][C:2]3[CH:3]=[CH:4][CH:5]=[CH:6][N:1]=3)[C:28]=2[OH:29])[CH2:24][CH2:25]1)(=[O:35])[CH3:34], predict the reactants needed to synthesize it. The reactants are: [N:1]1[CH:6]=[CH:5][CH:4]=[CH:3][C:2]=1[CH2:7][CH2:8][CH2:9][CH2:10][C:11]([OH:13])=O.S(Cl)(Cl)=O.Cl.[NH2:19][C:20]1[C:28]([OH:29])=[C:27]2[C:23]([CH2:24][CH2:25][CH:26]2[CH2:30][CH2:31][NH:32][C:33](=[O:35])[CH3:34])=[CH:22][CH:21]=1.O.